This data is from Catalyst prediction with 721,799 reactions and 888 catalyst types from USPTO. The task is: Predict which catalyst facilitates the given reaction. (1) Reactant: Cl[C:2]1[N:7]=[C:6]([NH:8][C@@H:9]2[CH2:17][C@H:16]3[N:12]([CH2:13][CH2:14][CH2:15]3)[C:11]([CH3:19])([CH3:18])[CH2:10]2)[C:5]([F:20])=[CH:4][N:3]=1.[NH2:21][C:22]1[CH:23]=[CH:24][C:25]2[O:30][C:29]([CH2:34][O:35][CH3:36])([CH2:31][O:32][CH3:33])[C:28]3=[N:37][N:38]=[N:39][N:27]3[C:26]=2[CH:40]=1.CC1C=CC(S(O)(=O)=O)=CC=1.O. Product: [CH3:33][O:32][CH2:31][C:29]1([CH2:34][O:35][CH3:36])[C:28]2=[N:37][N:38]=[N:39][N:27]2[C:26]2[CH:40]=[C:22]([NH:21][C:2]3[N:7]=[C:6]([NH:8][C@@H:9]4[CH2:17][C@H:16]5[N:12]([CH2:13][CH2:14][CH2:15]5)[C:11]([CH3:19])([CH3:18])[CH2:10]4)[C:5]([F:20])=[CH:4][N:3]=3)[CH:23]=[CH:24][C:25]=2[O:30]1. The catalyst class is: 32. (2) Reactant: Cl.[NH2:2][CH2:3][C:4]1[CH:12]=[CH:11][CH:10]=[C:9]2[C:5]=1[C:6](=[O:22])[N:7]([CH:14]1[CH2:19][CH2:18][C:17](=[O:20])[NH:16][C:15]1=[O:21])[C:8]2=[O:13].N12CCCN=C1CCCCC2.ON1C2C=CC=CC=2N=N1.[F:44][C:45]1[CH:50]=[CH:49][CH:48]=[CH:47][C:46]=1[CH2:51][C:52](O)=[O:53].Cl.CN(C)CCCN=C=NCC. Product: [O:21]=[C:15]1[CH:14]([N:7]2[C:6](=[O:22])[C:5]3[C:9](=[CH:10][CH:11]=[CH:12][C:4]=3[CH2:3][NH:2][C:52](=[O:53])[CH2:51][C:46]3[CH:47]=[CH:48][CH:49]=[CH:50][C:45]=3[F:44])[C:8]2=[O:13])[CH2:19][CH2:18][C:17](=[O:20])[NH:16]1. The catalyst class is: 10. (3) Reactant: [OH:1][CH:2]1[CH:7]([C:8]2[CH:13]=[CH:12][C:11]([OH:14])=[CH:10][CH:9]=2)[CH2:6][CH2:5][N:4]([C:15]([O:17][CH2:18][C:19]2[CH:24]=[CH:23][CH:22]=[CH:21][CH:20]=2)=[O:16])[CH2:3]1.[F:25][B-](F)(F)F.F[B-](F)(F)F.F[N+]1C=CC=CC=1C1C=CC=C[N+]=1F.[Na]. Product: [F:25][C:12]1[CH:13]=[C:8]([CH:7]2[CH2:6][CH2:5][N:4]([C:15]([O:17][CH2:18][C:19]3[CH:20]=[CH:21][CH:22]=[CH:23][CH:24]=3)=[O:16])[CH2:3][CH:2]2[OH:1])[CH:9]=[CH:10][C:11]=1[OH:14]. The catalyst class is: 10. (4) Reactant: Br[C:2]1[CH:7]=[CH:6][CH:5]=[CH:4][C:3]=1[F:8].[Cl-].[NH4+:10].[OH2:11].C(OCC)(=[O:14])C.O1CCCC1.[C:23]1([CH3:29])[CH:28]=[CH:27]C=[CH:25][CH:24]=1. Product: [F:8][C:3]1[CH:4]=[CH:5][CH:6]=[CH:7][C:2]=1[C@:24]12[CH2:25][O:14][C@H:28]([CH3:27])[C@H:23]1[CH2:29][O:11][NH:10]2. The catalyst class is: 11. (5) Reactant: CC1[N:3]([C:8]2[CH:13]=[CH:12][CH:11]=[C:10]([C:14]3[CH:19]=[CH:18][C:17]([CH2:20][CH2:21][NH2:22])=[CH:16][CH:15]=3)[N:9]=2)C(C)=CC=1.[C:23]1([CH:29](C)[CH2:30][C:31](O)=O)[CH:28]=[CH:27][CH:26]=[CH:25][CH:24]=1.[CH3:35]CN=C=NCCCN(C)C.C(N(CC)CC)C.C([O-])(=O)CC(CC([O-])=O)(C([O-])=O)O. Product: [C:23]1([CH2:29][CH2:30][CH2:31][CH2:35][NH:22][CH2:21][CH2:20][C:17]2[CH:16]=[CH:15][C:14]([C:10]3[N:9]=[C:8]([NH2:3])[CH:13]=[CH:12][CH:11]=3)=[CH:19][CH:18]=2)[CH:24]=[CH:25][CH:26]=[CH:27][CH:28]=1. The catalyst class is: 10. (6) Reactant: C(OC([N:8]1[CH2:18][CH:17]2[CH2:19][CH:10]([C:11]3[CH:12]=[N:13][C:14]([CH3:20])=[N:15][C:16]=32)[CH2:9]1)=O)(C)(C)C.Cl. Product: [CH3:20][C:14]1[N:13]=[CH:12][C:11]2[CH:10]3[CH2:19][CH:17]([CH2:18][NH:8][CH2:9]3)[C:16]=2[N:15]=1. The catalyst class is: 5.